Dataset: Full USPTO retrosynthesis dataset with 1.9M reactions from patents (1976-2016). Task: Predict the reactants needed to synthesize the given product. (1) Given the product [P:7]([O-:22])([O:15][C:16]1[CH:21]=[CH:20][CH:19]=[CH:18][CH:17]=1)[O:8][C:9]1[CH:10]=[CH:11][CH:12]=[CH:13][CH:14]=1.[C:1]([N:3]=[C:4]([NH2:6])[NH2:5])#[N:2], predict the reactants needed to synthesize it. The reactants are: [C:1]([N:3]=[C:4]([NH2:6])[NH2:5])#[N:2].[P:7]([O-:22])([O:15][C:16]1[CH:21]=[CH:20][CH:19]=[CH:18][CH:17]=1)[O:8][C:9]1[CH:14]=[CH:13][CH:12]=[CH:11][CH:10]=1. (2) Given the product [CH3:15][S:5][C:4]([N:6]1[N:10]=[CH:9][C:8]2([CH2:14][CH2:13][CH2:12][CH2:11]2)[CH2:7]1)=[N:3][CH2:1][CH3:2], predict the reactants needed to synthesize it. The reactants are: [CH2:1]([NH:3][C:4]([N:6]1[N:10]=[CH:9][C:8]2([CH2:14][CH2:13][CH2:12][CH2:11]2)[CH2:7]1)=[S:5])[CH3:2].[C:15]1(C)C=CC(S(OC)(=O)=O)=CC=1. (3) Given the product [N:12]1([CH2:2][C:3]2[N:7]([CH3:8])[N:6]=[C:5]([N+:9]([O-:11])=[O:10])[CH:4]=2)[CH2:15][CH2:14][CH2:13]1, predict the reactants needed to synthesize it. The reactants are: Br[CH2:2][C:3]1[N:7]([CH3:8])[N:6]=[C:5]([N+:9]([O-:11])=[O:10])[CH:4]=1.[NH:12]1[CH2:15][CH2:14][CH2:13]1.C(N(C(C)C)CC)(C)C. (4) Given the product [Cl:39][C:6]1[CH:7]=[C:8]([C:11]2[CH:16]=[CH:15][C:14]([CH:17]([CH3:37])[C:18]([C:24]3[CH:25]=[CH:26][C:27]4[O:32][CH2:31][C:30](=[O:33])[N:29]([CH2:34][CH3:35])[C:28]=4[CH:36]=3)([OH:23])[C:19]([F:21])([F:22])[F:20])=[C:13]([Cl:38])[CH:12]=2)[CH:9]=[CH:10][C:5]=1[C:3]([OH:4])=[O:2], predict the reactants needed to synthesize it. The reactants are: C[O:2][C:3]([C:5]1[CH:10]=[CH:9][C:8]([C:11]2[CH:16]=[CH:15][C:14]([CH:17]([CH3:37])[C:18]([C:24]3[CH:25]=[CH:26][C:27]4[O:32][CH2:31][C:30](=[O:33])[N:29]([CH2:34][CH3:35])[C:28]=4[CH:36]=3)([OH:23])[C:19]([F:22])([F:21])[F:20])=[C:13]([Cl:38])[CH:12]=2)=[CH:7][C:6]=1[Cl:39])=[O:4]. (5) Given the product [Cl:1][C:2]1[C:7]([C:8]2[CH:9]=[N:10][CH:11]=[C:12]([CH:18]=2)[C:13]([N:15]([CH3:17])[CH3:16])=[O:14])=[CH:6][N:5]=[C:4]2[N:19]([CH2:23][O:24][CH2:25][CH2:26][Si:27]([CH3:30])([CH3:29])[CH3:28])[CH:20]=[C:21]([C:33]3[CH:34]=[CH:35][CH:36]=[CH:37][C:32]=3[F:31])[C:3]=12, predict the reactants needed to synthesize it. The reactants are: [Cl:1][C:2]1[C:7]([C:8]2[CH:9]=[N:10][CH:11]=[C:12]([CH:18]=2)[C:13]([N:15]([CH3:17])[CH3:16])=[O:14])=[CH:6][N:5]=[C:4]2[N:19]([CH2:23][O:24][CH2:25][CH2:26][Si:27]([CH3:30])([CH3:29])[CH3:28])[CH:20]=[C:21](I)[C:3]=12.[F:31][C:32]1[CH:37]=[CH:36][CH:35]=[CH:34][C:33]=1B(O)O. (6) Given the product [CH2:1]([O:8][C:9]1[C:14]([C:15]2[CH:20]=[CH:19][C:18]([O:21][CH2:27][CH2:26][O:28][CH2:29][CH3:30])=[CH:17][CH:16]=2)=[CH:13][C:12]([C:22]([O:24][CH3:25])=[O:23])=[CH:11][CH:10]=1)[C:2]1[CH:3]=[CH:4][CH:5]=[CH:6][CH:7]=1, predict the reactants needed to synthesize it. The reactants are: [CH2:1]([O:8][C:9]1[C:14]([C:15]2[CH:20]=[CH:19][C:18]([OH:21])=[CH:17][CH:16]=2)=[CH:13][C:12]([C:22]([O:24][CH3:25])=[O:23])=[CH:11][CH:10]=1)[C:2]1[CH:7]=[CH:6][CH:5]=[CH:4][CH:3]=1.[CH2:26]([O:28][CH2:29][CH2:30]Cl)[CH3:27].C(=O)([O-])[O-].[K+].[K+]. (7) Given the product [CH2:1]([NH:13][CH2:34][CH2:33][CH2:32][CH2:31][CH2:30][CH2:29][CH2:28][CH2:27][CH2:26][CH2:25][CH2:24][CH2:23][CH2:22][CH3:21])[CH2:2][CH2:3][CH2:4][CH2:5][CH2:6][CH2:7][CH2:8][CH2:9][CH2:10][CH2:11][CH3:12], predict the reactants needed to synthesize it. The reactants are: [CH2:1]([NH2:13])[CH2:2][CH2:3][CH2:4][CH2:5][CH2:6][CH2:7][CH2:8][CH2:9][CH2:10][CH2:11][CH3:12].C([O-])([O-])=O.[Na+].[Na+].Br[CH2:21][CH2:22][CH2:23][CH2:24][CH2:25][CH2:26][CH2:27][CH2:28][CH2:29][CH2:30][CH2:31][CH2:32][CH2:33][CH3:34]. (8) Given the product [CH2:1]([N:8]([CH2:24][C:25]1[NH:26][CH:27]=[N:28][CH:29]=1)[C:9]1[CH:14]=[C:13]([C:15]2[CH:20]=[CH:19][CH:18]=[CH:17][C:16]=2[CH3:21])[C:12]([C:22]#[N:23])=[CH:11][CH:10]=1)[C:2]1[CH:3]=[CH:4][CH:5]=[CH:6][CH:7]=1, predict the reactants needed to synthesize it. The reactants are: [CH2:1]([N:8]([CH2:24][C:25]1[N:26]=[CH:27][N:28](C(C2C=CC=CC=2)(C2C=CC=CC=2)C2C=CC=CC=2)[CH:29]=1)[C:9]1[CH:14]=[C:13]([C:15]2[CH:20]=[CH:19][CH:18]=[CH:17][C:16]=2[CH3:21])[C:12]([C:22]#[N:23])=[CH:11][CH:10]=1)[C:2]1[CH:7]=[CH:6][CH:5]=[CH:4][CH:3]=1.FC(F)(F)C(O)=O.C([SiH](CC)CC)C. (9) Given the product [CH3:21][N:22]1[C:26]([C:2]2[CH:3]=[C:4]3[N:10]([CH2:11][C:12]4([F:20])[CH2:17][CH2:16][C:15]([F:19])([F:18])[CH2:14][CH2:13]4)[CH:9]=[CH:8][C:5]3=[N:6][CH:7]=2)=[C:25]([CH3:36])[N:24]=[N:23]1, predict the reactants needed to synthesize it. The reactants are: Br[C:2]1[CH:3]=[C:4]2[N:10]([CH2:11][C:12]3([F:20])[CH2:17][CH2:16][C:15]([F:19])([F:18])[CH2:14][CH2:13]3)[CH:9]=[CH:8][C:5]2=[N:6][CH:7]=1.[CH3:21][N:22]1[C:26](B2OC(C)(C)C(C)(C)O2)=[C:25]([CH3:36])[N:24]=[N:23]1.C(=O)([O-])[O-].[K+].[K+].